This data is from Forward reaction prediction with 1.9M reactions from USPTO patents (1976-2016). The task is: Predict the product of the given reaction. (1) Given the reactants [NH2:1][C:2]1[CH:15]=[C:14]([F:16])[CH:13]=[CH:12][C:3]=1[C:4]([NH:6][C:7]([CH3:11])([C:9]#[CH:10])[CH3:8])=[O:5].ClCCCl.[CH3:21][C:22]([CH3:24])=O.C(O[BH-](OC(=O)C)OC(=O)C)(=O)C.[Na+], predict the reaction product. The product is: [F:16][C:14]1[CH:13]=[CH:12][C:3]([C:4]([NH:6][C:7]([CH3:11])([C:9]#[CH:10])[CH3:8])=[O:5])=[C:2]([NH:1][CH:22]([CH3:24])[CH3:21])[CH:15]=1. (2) Given the reactants [OH:1][C:2]1[C:7]([C:8]([OH:10])=O)=[CH:6][N:5]=[C:4]([N:11]2[CH:15]=[CH:14][CH:13]=[N:12]2)[N:3]=1.CCN(CC)CC.CN(C(ON1N=NC2C=CC=NC1=2)=[N+](C)C)C.F[P-](F)(F)(F)(F)F.Cl.[NH2:48][C@@H:49]([CH:62]1[CH2:67][CH2:66][CH2:65][CH2:64][CH2:63]1)[C:50]1[CH:55]=[CH:54][C:53]([P:56]([CH3:61])(=[O:60])[O:57][CH2:58][CH3:59])=[CH:52][CH:51]=1, predict the reaction product. The product is: [CH:62]1([C@H:49]([NH:48][C:8]([C:7]2[C:2]([OH:1])=[N:3][C:4]([N:11]3[CH:15]=[CH:14][CH:13]=[N:12]3)=[N:5][CH:6]=2)=[O:10])[C:50]2[CH:51]=[CH:52][C:53]([P:56]([CH3:61])(=[O:60])[O:57][CH2:58][CH3:59])=[CH:54][CH:55]=2)[CH2:63][CH2:64][CH2:65][CH2:66][CH2:67]1. (3) Given the reactants [CH2:1]([O:8][C:9]1[C:14]([O:15][CH3:16])=[CH:13][CH:12]=[CH:11][C:10]=1[CH2:17][C:18]#N)[C:2]1[CH:7]=[CH:6][CH:5]=[CH:4][CH:3]=1.[OH-:20].[Na+].Cl.[CH2:23]([OH:25])C, predict the reaction product. The product is: [CH2:1]([O:8][C:9]1[C:14]([O:15][CH3:16])=[CH:13][CH:12]=[CH:11][C:10]=1[CH2:17][C:18]([O:25][CH3:23])=[O:20])[C:2]1[CH:7]=[CH:6][CH:5]=[CH:4][CH:3]=1. (4) Given the reactants Br[C:2]1[S:6][C:5]([C:7]2([S:11]([NH:14][C:15](=[O:17])[CH3:16])(=[O:13])=[O:12])[CH2:10][CH2:9][CH2:8]2)=[N:4][CH:3]=1.[CH3:18][C:19]1[CH:20]=[C:21]([NH:34][C:35]2[N:40]=[C:39]([C:41]([F:44])([F:43])[F:42])[CH:38]=[CH:37][N:36]=2)[CH:22]=[C:23](B2OC(C)(C)C(C)(C)O2)[CH:24]=1.O1CCOCC1.C([O-])([O-])=O.[Na+].[Na+], predict the reaction product. The product is: [CH3:18][C:19]1[CH:24]=[C:23]([C:2]2[S:6][C:5]([C:7]3([S:11]([NH:14][C:15](=[O:17])[CH3:16])(=[O:13])=[O:12])[CH2:10][CH2:9][CH2:8]3)=[N:4][CH:3]=2)[CH:22]=[C:21]([NH:34][C:35]2[N:40]=[C:39]([C:41]([F:44])([F:42])[F:43])[CH:38]=[CH:37][N:36]=2)[CH:20]=1. (5) The product is: [Br:18][C:5]1[CH:4]=[CH:3][C:2]([NH:1][C:19]([O:21][C:22]([CH3:25])([CH3:24])[CH3:23])=[O:20])=[CH:17][C:6]=1[CH2:7][N:8]([CH3:16])[C:9](=[O:15])[O:10][C:11]([CH3:12])([CH3:13])[CH3:14]. Given the reactants [NH2:1][C:2]1[CH:3]=[CH:4][C:5]([Br:18])=[C:6]([CH:17]=1)[CH2:7][N:8]([CH3:16])[C:9](=[O:15])[O:10][C:11]([CH3:14])([CH3:13])[CH3:12].[C:19](O[C:19]([O:21][C:22]([CH3:25])([CH3:24])[CH3:23])=[O:20])([O:21][C:22]([CH3:25])([CH3:24])[CH3:23])=[O:20], predict the reaction product. (6) Given the reactants CC(OI1(OC(C)=O)(OC(C)=O)OC(=O)C2C1=CC=CC=2)=O.[Br:23][C:24]1[CH:29]=[CH:28][CH:27]=[CH:26][C:25]=1[CH:30]([OH:34])[CH:31]([CH3:33])[CH3:32].[OH-].[Na+], predict the reaction product. The product is: [Br:23][C:24]1[CH:29]=[CH:28][CH:27]=[CH:26][C:25]=1[C:30](=[O:34])[CH:31]([CH3:32])[CH3:33].